Dataset: Catalyst prediction with 721,799 reactions and 888 catalyst types from USPTO. Task: Predict which catalyst facilitates the given reaction. Reactant: [S:1]1[CH:5]=[CH:4][CH:3]=[C:2]1[CH2:6][CH2:7][NH:8][CH:9]([C:12]1[CH:17]=[CH:16][CH:15]=[CH:14][C:13]=1[Cl:18])[C:10]#[N:11]. Product: [ClH:18].[S:1]1[CH:5]=[CH:4][CH:3]=[C:2]1[CH2:6][CH2:7][NH:8][CH:9]([C:12]1[CH:17]=[CH:16][CH:15]=[CH:14][C:13]=1[Cl:18])[C:10]#[N:11]. The catalyst class is: 361.